Regression/Classification. Given a drug SMILES string, predict its toxicity properties. Task type varies by dataset: regression for continuous values (e.g., LD50, hERG inhibition percentage) or binary classification for toxic/non-toxic outcomes (e.g., AMES mutagenicity, cardiotoxicity, hepatotoxicity). Dataset: ames. From a dataset of Ames mutagenicity test results for genotoxicity prediction. The drug is Nc1ccc2c(c1)Cn1c-2nc2ccccc2c1=O. The result is 1 (mutagenic).